From a dataset of Peptide-MHC class I binding affinity with 185,985 pairs from IEDB/IMGT. Regression. Given a peptide amino acid sequence and an MHC pseudo amino acid sequence, predict their binding affinity value. This is MHC class I binding data. (1) The peptide sequence is GAVNVVMTF. The MHC is HLA-A29:02 with pseudo-sequence HLA-A29:02. The binding affinity (normalized) is 0.279. (2) The peptide sequence is WPRHRRLSI. The MHC is HLA-B15:09 with pseudo-sequence HLA-B15:09. The binding affinity (normalized) is 0.0847.